Dataset: Forward reaction prediction with 1.9M reactions from USPTO patents (1976-2016). Task: Predict the product of the given reaction. (1) Given the reactants [Cl:1][C:2]1[C:3]([CH:12]([N:20]=C(C2C=CC=CC=2)C2C=CC=CC=2)[CH2:13][C:14]2[CH:19]=[CH:18][CH:17]=[CH:16][CH:15]=2)=[N:4][CH:5]=[C:6]([C:8]([F:11])([F:10])[F:9])[CH:7]=1.Cl, predict the reaction product. The product is: [ClH:1].[Cl:1][C:2]1[C:3]([CH:12]([NH2:20])[CH2:13][C:14]2[CH:19]=[CH:18][CH:17]=[CH:16][CH:15]=2)=[N:4][CH:5]=[C:6]([C:8]([F:11])([F:9])[F:10])[CH:7]=1. (2) The product is: [Si:1]([O:8][C@@H:9]1[C@@:36]2([CH3:37])[C:13](=[CH:14][CH:15]=[C:16]3[C@@H:35]2[CH2:34][CH2:33][C@@:32]2([CH3:38])[C@H:17]3[CH2:18][CH2:19][C@@H:20]2[C@@H:21]([O:23][CH2:24][C:25]([OH:27])=[O:26])[CH3:22])[CH2:12][C@@H:11]([O:39][Si:40]([C:43]([CH3:44])([CH3:46])[CH3:45])([CH3:41])[CH3:42])[CH2:10]1)([C:4]([CH3:7])([CH3:6])[CH3:5])([CH3:3])[CH3:2]. Given the reactants [Si:1]([O:8][C@@H:9]1[C@@:36]2([CH3:37])[C:13](=[CH:14][CH:15]=[C:16]3[C@@H:35]2[CH2:34][CH2:33][C@@:32]2([CH3:38])[C@H:17]3[CH2:18][CH2:19][C@@H:20]2[C@@H:21]([O:23][CH2:24][C:25]([O:27]C(C)(C)C)=[O:26])[CH3:22])[CH2:12][C@@H:11]([O:39][Si:40]([C:43]([CH3:46])([CH3:45])[CH3:44])([CH3:42])[CH3:41])[CH2:10]1)([C:4]([CH3:7])([CH3:6])[CH3:5])([CH3:3])[CH3:2].CO.C[O-].[Na+].O, predict the reaction product.